This data is from Catalyst prediction with 721,799 reactions and 888 catalyst types from USPTO. The task is: Predict which catalyst facilitates the given reaction. (1) Reactant: [CH2:1]([C:5]1[C:12]([C:13]2[N:17]=[C:16]([C:18]3[CH:23]=[CH:22][C:21]([O:24][CH:25]([CH3:27])[CH3:26])=[C:20]([Cl:28])[CH:19]=3)[O:15][N:14]=2)=[CH:11][CH:10]=[CH:9][C:6]=1[C:7]#[N:8])[CH2:2][CH:3]=C.[O:29]=O.CSC.Cl. Product: [NH2:8][CH2:7][C:6]1[CH:9]=[CH:10][CH:11]=[C:12]([C:13]2[N:17]=[C:16]([C:18]3[CH:23]=[CH:22][C:21]([O:24][CH:25]([CH3:27])[CH3:26])=[C:20]([Cl:28])[CH:19]=3)[O:15][N:14]=2)[C:5]=1[CH2:1][CH2:2][CH2:3][OH:29]. The catalyst class is: 168. (2) Reactant: [C:1]([O:4][CH2:5][CH2:6][O:7][C:8]1[CH:13]=[CH:12][C:11]([C:14]([N:16]2[C:22]3[CH:23]=[CH:24][CH:25]=[CH:26][C:21]=3[CH2:20][N:19]([CH2:27][CH2:28][NH:29][CH2:30][CH2:31][O:32][CH3:33])[C:18](=[O:34])[CH2:17]2)=[O:15])=[C:10]([Cl:35])[CH:9]=1)(=[O:3])[CH3:2].[H-].[Na+].I[CH3:39]. Product: [C:1]([O:4][CH2:5][CH2:6][O:7][C:8]1[CH:13]=[CH:12][C:11]([C:14]([N:16]2[C:22]3[CH:23]=[CH:24][CH:25]=[CH:26][C:21]=3[CH2:20][N:19]([CH2:27][CH2:28][N:29]([CH2:30][CH2:31][O:32][CH3:33])[CH3:39])[C:18](=[O:34])[CH2:17]2)=[O:15])=[C:10]([Cl:35])[CH:9]=1)(=[O:3])[CH3:2]. The catalyst class is: 7. (3) Reactant: C(N(CC)CC)C.C(O)=O.[CH2:11]([O:13][C:14](=[O:45])[CH2:15][C:16]1([CH2:19][CH2:20][C:21]([CH2:34][C:35]2[CH:40]=[CH:39][C:38]([C:41]([O:43][CH3:44])=[O:42])=[CH:37][CH:36]=2)(C(OCC=C)=O)[C:22]([O:24]CC=C)=[O:23])[CH2:18][CH2:17]1)[CH3:12].C1(P(C2C=CC=CC=2)C2C=CC=CC=2)C=CC=CC=1. Product: [CH2:11]([O:13][C:14](=[O:45])[CH2:15][C:16]1([CH2:19][CH2:20][CH:21]([CH2:34][C:35]2[CH:36]=[CH:37][C:38]([C:41]([O:43][CH3:44])=[O:42])=[CH:39][CH:40]=2)[C:22]([OH:24])=[O:23])[CH2:18][CH2:17]1)[CH3:12]. The catalyst class is: 160. (4) Reactant: [CH:1]1([C:4]([OH:6])=O)[CH2:3][CH2:2]1.CCN=C=NCCCN(C)C.OC1[C:27]2[N:26]=NN[C:23]=2[CH:22]=[CH:21]C=1.C(N(CC)CC)C.C1(CN)CC1. Product: [CH:23]1([CH2:27][NH:26][C:4]([CH:1]2[CH2:3][CH2:2]2)=[O:6])[CH2:21][CH2:22]1. The catalyst class is: 2.